This data is from Reaction yield outcomes from USPTO patents with 853,638 reactions. The task is: Predict the reaction yield, written as a fraction of the theoretical maximum amount of product (1.0 means a 100% yield; for example, 0.34 means a 34% yield). The reactants are [Br:1][C:2]1[CH:3]=[C:4]2[C:9](=[C:10]([F:12])[CH:11]=1)[NH:8][C:7](=[O:13])[CH2:6][CH2:5]2.[CH3:14]C(C)([O-])C.[K+].CI.O. The catalyst is CN(C=O)C. The product is [Br:1][C:2]1[CH:3]=[C:4]2[C:9](=[C:10]([F:12])[CH:11]=1)[N:8]([CH3:14])[C:7](=[O:13])[CH2:6][CH2:5]2. The yield is 0.800.